Dataset: Forward reaction prediction with 1.9M reactions from USPTO patents (1976-2016). Task: Predict the product of the given reaction. (1) Given the reactants [ClH:1].Cl.[NH2:3][CH2:4][CH2:5][C:6]1[N:10]=[CH:9][NH:8][CH:7]=1.[OH-].[Na+].[CH:13](=O)[CH2:14][CH3:15].Cl, predict the reaction product. The product is: [ClH:1].[ClH:1].[CH2:14]([CH:15]1[C:7]2[N:8]=[CH:9][NH:10][C:6]=2[CH2:5][CH2:4][NH:3]1)[CH3:13]. (2) Given the reactants [CH3:1][O:2][C:3]1[C:4]([C:18]([O:20]C)=[O:19])=[N:5][N:6]2[C:15]3[C:10](=[CH:11][CH:12]=[CH:13][CH:14]=3)[N:9]([CH3:16])[C:8](=[O:17])[C:7]=12.[OH-].[Na+].Cl, predict the reaction product. The product is: [CH3:1][O:2][C:3]1[C:4]([C:18]([OH:20])=[O:19])=[N:5][N:6]2[C:15]3[C:10](=[CH:11][CH:12]=[CH:13][CH:14]=3)[N:9]([CH3:16])[C:8](=[O:17])[C:7]=12.